Dataset: Catalyst prediction with 721,799 reactions and 888 catalyst types from USPTO. Task: Predict which catalyst facilitates the given reaction. (1) Reactant: [CH2:1]([N:4]=[C:5]=[O:6])[CH2:2][CH3:3].[NH:7]1[CH2:12][CH2:11][CH:10]([C:13]2[O:17][N:16]=[C:15]([C:18]3[CH:23]=[CH:22][N:21]=[CH:20][CH:19]=3)[N:14]=2)[CH2:9][CH2:8]1. Product: [CH2:1]([NH:4][C:5]([N:7]1[CH2:12][CH2:11][CH:10]([C:13]2[O:17][N:16]=[C:15]([C:18]3[CH:23]=[CH:22][N:21]=[CH:20][CH:19]=3)[N:14]=2)[CH2:9][CH2:8]1)=[O:6])[CH2:2][CH3:3]. The catalyst class is: 2. (2) Reactant: [CH:1]([C:4]1[S:8][C:7]([NH:9][C:10](=[O:16])[C@@H:11]([NH2:15])[CH2:12][CH2:13][CH3:14])=[N:6][CH:5]=1)([CH3:3])[CH3:2].[CH2:17]1[C:26]2[C:21](=[CH:22][CH:23]=[CH:24][CH:25]=2)[CH2:20][CH2:19][C:18]1=O.C(O[BH-](OC(=O)C)OC(=O)C)(=O)C.[Na+]. Product: [CH:1]([C:4]1[S:8][C:7]([NH:9][C:10](=[O:16])[C@@H:11]([NH:15][CH:23]2[CH2:24][CH2:25][C:26]3[C:21](=[CH:20][CH:19]=[CH:18][CH:17]=3)[CH2:22]2)[CH2:12][CH2:13][CH3:14])=[N:6][CH:5]=1)([CH3:2])[CH3:3]. The catalyst class is: 322. (3) The catalyst class is: 53. Product: [CH2:1]([O:3][C:4]([C:6]1[C:7]([OH:21])=[C:8]2[C:14]([Cl:29])=[CH:13][N:12]([C:15]3[CH:16]=[CH:17][CH:18]=[CH:19][CH:20]=3)[C:9]2=[CH:10][N:11]=1)=[O:5])[CH3:2]. Reactant: [CH2:1]([O:3][C:4]([C:6]1[C:7]([OH:21])=[C:8]2[CH:14]=[CH:13][N:12]([C:15]3[CH:20]=[CH:19][CH:18]=[CH:17][CH:16]=3)[C:9]2=[CH:10][N:11]=1)=[O:5])[CH3:2].C1C(=O)N([Cl:29])C(=O)C1.C(OOC(C1C=CC=CC=1)=O)(C1C=CC=CC=1)=O. (4) Reactant: Br[C:2]1[S:6][CH:5]=[C:4]([C:7]([O:9][CH3:10])=[O:8])[C:3]=1[CH3:11].CC1(C)C(C)(C)OB([C:20]2[CH:21]=[N:22][N:23]([CH:25]3[CH2:30][CH2:29][N:28]([C:31]([O:33][C:34]([CH3:37])([CH3:36])[CH3:35])=[O:32])[CH2:27][CH2:26]3)[CH:24]=2)O1.CN(C=O)C.C([O-])([O-])=O.[Na+].[Na+]. Product: [CH3:10][O:9][C:7]([C:4]1[C:3]([CH3:11])=[C:2]([C:20]2[CH:21]=[N:22][N:23]([CH:25]3[CH2:26][CH2:27][N:28]([C:31]([O:33][C:34]([CH3:37])([CH3:36])[CH3:35])=[O:32])[CH2:29][CH2:30]3)[CH:24]=2)[S:6][CH:5]=1)=[O:8]. The catalyst class is: 257. (5) Reactant: [CH3:1][O:2][C:3](=[O:12])[CH2:4][N:5]1[CH:9]=[C:8]([CH2:10]O)[CH:7]=[N:6]1.[Cl:13]CCCl. Product: [CH3:1][O:2][C:3](=[O:12])[CH2:4][N:5]1[CH:9]=[C:8]([CH2:10][Cl:13])[CH:7]=[N:6]1. The catalyst class is: 309. (6) Reactant: [C:1](=[O:4])([O-])O.[Na+].[NH2:6][C:7]1[CH:16]=[CH:15][CH:14]=[C:13]2[C:8]=1[CH:9]=[CH:10][CH:11]=[C:12]2[OH:17].C(Cl)(Cl)=O.[C:22]([C:26]1[CH:34]=[CH:33][C:29]([C:30]([NH2:32])=[O:31])=[CH:28][CH:27]=1)([CH3:25])([CH3:24])[CH3:23]. Product: [C:22]([C:26]1[CH:27]=[CH:28][C:29]([C:30]([NH:32][C:1]([NH:6][C:7]2[C:8]3[C:13](=[C:12]([OH:17])[CH:11]=[CH:10][CH:9]=3)[CH:14]=[CH:15][CH:16]=2)=[O:4])=[O:31])=[CH:33][CH:34]=1)([CH3:25])([CH3:23])[CH3:24]. The catalyst class is: 2. (7) Reactant: C(OC(=O)[NH:7][C:8]1[CH:13]=[C:12](OCC(F)(F)F)[C:11]([C:20]([F:23])([F:22])[F:21])=[CH:10][C:9]=1[NH:24][C:25](=[O:41])[CH2:26][C:27](=O)[C:28]1[CH:33]=[CH:32][CH:31]=[C:30]([C:34]2[CH:35]=[N:36][CH:37]=[CH:38][CH:39]=2)[CH:29]=1)(C)(C)C.[C:43](O)([C:45]([F:48])([F:47])[F:46])=[O:44]. Product: [N:36]1[CH:37]=[CH:38][CH:39]=[C:34]([C:30]2[CH:29]=[C:28]([C:27]3[CH2:26][C:25](=[O:41])[NH:24][C:9]4[CH:10]=[C:11]([C:20]([F:23])([F:22])[F:21])[C:12]([O:44][CH2:43][C:45]([F:48])([F:47])[F:46])=[CH:13][C:8]=4[N:7]=3)[CH:33]=[CH:32][CH:31]=2)[CH:35]=1. The catalyst class is: 2.